This data is from Full USPTO retrosynthesis dataset with 1.9M reactions from patents (1976-2016). The task is: Predict the reactants needed to synthesize the given product. (1) Given the product [NH:30]1[C:31]2[C:27](=[CH:26][CH:25]=[C:24]([NH:23][C:4]3[C:5]4[C:10]([CH3:11])=[CH:9][N:8]([S:13]([C:16]5[CH:17]=[CH:18][C:19]([CH3:20])=[CH:21][CH:22]=5)(=[O:15])=[O:14])[C:6]=4[N:7]=[C:2]([NH:33][C:34]4[CH:35]=[CH:36][C:37]([N:40]5[CH2:41][CH2:42][N:43]([C:46](=[O:48])[CH3:47])[CH2:44][CH2:45]5)=[CH:38][CH:39]=4)[N:3]=3)[CH:32]=2)[CH:28]=[N:29]1, predict the reactants needed to synthesize it. The reactants are: Cl[C:2]1[N:3]=[C:4]([NH:23][C:24]2[CH:32]=[C:31]3[C:27]([CH:28]=[N:29][NH:30]3)=[CH:26][CH:25]=2)[C:5]2[C:10]([CH2:11]C)=[CH:9][N:8]([S:13]([C:16]3[CH:22]=[CH:21][C:19]([CH3:20])=[CH:18][CH:17]=3)(=[O:15])=[O:14])[C:6]=2[N:7]=1.[NH2:33][C:34]1[CH:39]=[CH:38][C:37]([N:40]2[CH2:45][CH2:44][N:43]([C:46](=[O:48])[CH3:47])[CH2:42][CH2:41]2)=[CH:36][CH:35]=1.C[Si](Cl)(C)C. (2) The reactants are: N[C@H](C(O)=O)CCSC.[Br:10][C:11]1[CH2:17][N:16](CC2C=CC(OC)=CC=2OC)[C:15](=[O:29])[C@H:14]([NH:30][C:31](=[O:40])[O:32][CH2:33][C:34]2[CH:39]=[CH:38][CH:37]=[CH:36][CH:35]=2)[CH2:13][CH:12]=1. Given the product [Br:10][C:11]1[CH2:17][NH:16][C:15](=[O:29])[C@H:14]([NH:30][C:31](=[O:40])[O:32][CH2:33][C:34]2[CH:39]=[CH:38][CH:37]=[CH:36][CH:35]=2)[CH2:13][CH:12]=1, predict the reactants needed to synthesize it. (3) Given the product [NH2:28][C:16]1[CH:17]=[C:18]([C:19]([N:21]([CH2:25][CH2:26][CH3:27])[CH2:22][CH2:23][CH3:24])=[O:20])[C:12]2[S:11][C:10]([NH:9][C:2]3[C:3]([CH3:8])=[CH:4][C:5]([CH3:7])=[CH:6][C:1]=3[CH3:31])=[N:14][C:13]=2[CH:15]=1, predict the reactants needed to synthesize it. The reactants are: [C:1]1([CH3:31])[CH:6]=[C:5]([CH3:7])[CH:4]=[C:3]([CH3:8])[C:2]=1[NH:9][C:10]1[S:11][C:12]2[C:18]([C:19]([N:21]([CH2:25][CH2:26][CH3:27])[CH2:22][CH2:23][CH3:24])=[O:20])=[CH:17][C:16]([N+:28]([O-])=O)=[CH:15][C:13]=2[N:14]=1. (4) Given the product [F:1][C:2]1[CH:7]=[CH:6][C:5]([CH2:8][C:9]2[CH:18]=[C:17]3[C:12]([C:13]([OH:25])=[C:14]([C:20]([NH:35][CH2:34][CH2:33][O:26][C:27]4[CH:32]=[CH:31][CH:30]=[CH:29][CH:28]=4)=[O:21])[C:15](=[O:19])[NH:16]3)=[N:11][CH:10]=2)=[CH:4][CH:3]=1, predict the reactants needed to synthesize it. The reactants are: [F:1][C:2]1[CH:7]=[CH:6][C:5]([CH2:8][C:9]2[CH:18]=[C:17]3[C:12]([C:13]([OH:25])=[C:14]([C:20](OCC)=[O:21])[C:15](=[O:19])[NH:16]3)=[N:11][CH:10]=2)=[CH:4][CH:3]=1.[O:26]([CH2:33][CH2:34][NH2:35])[C:27]1[CH:32]=[CH:31][CH:30]=[CH:29][CH:28]=1. (5) Given the product [NH2:66][C:2]1[N:7]=[CH:6][C:5]([C:8]2([C:11]#[N:12])[CH2:10][CH2:9]2)=[CH:4][CH:3]=1, predict the reactants needed to synthesize it. The reactants are: Cl[C:2]1[N:7]=[CH:6][C:5]([C:8]2([C:11]#[N:12])[CH2:10][CH2:9]2)=[CH:4][CH:3]=1.C1C=CC(P(C2C(C3C(P(C4C=CC=CC=4)C4C=CC=CC=4)=CC=C4C=3C=CC=C4)=C3C(C=CC=C3)=CC=2)C2C=CC=CC=2)=CC=1.C1(C(C2C=CC=CC=2)=[NH:66])C=CC=CC=1.CC(C)([O-])C.[Na+].Cl.